This data is from TCR-epitope binding with 47,182 pairs between 192 epitopes and 23,139 TCRs. The task is: Binary Classification. Given a T-cell receptor sequence (or CDR3 region) and an epitope sequence, predict whether binding occurs between them. (1) Result: 0 (the TCR does not bind to the epitope). The epitope is RLRPGGKKK. The TCR CDR3 sequence is CASSQGDSLNTGELFF. (2) The epitope is TPGPGVRYPL. The TCR CDR3 sequence is CASSMTSYNEQFF. Result: 0 (the TCR does not bind to the epitope). (3) The epitope is FVDGVPFVV. The TCR CDR3 sequence is CASSLEPARVYEQYF. Result: 1 (the TCR binds to the epitope). (4) The epitope is IQYIDIGNY. The TCR CDR3 sequence is CASSRPSGWGLENEQFF. Result: 0 (the TCR does not bind to the epitope). (5) The epitope is LQPFPQPELPYPQPQ. The TCR CDR3 sequence is CASSPGGGNQPQHF. Result: 0 (the TCR does not bind to the epitope). (6) The epitope is RLRPGGKKR. The TCR CDR3 sequence is CSAFGQASGNTIYF. Result: 0 (the TCR does not bind to the epitope). (7) The epitope is LPPAYTNSF. The TCR CDR3 sequence is CASSERVSGNQPQHF. Result: 0 (the TCR does not bind to the epitope). (8) The epitope is SEVGPEHSLAEY. The TCR CDR3 sequence is CASSQEQGNHYGYTF. Result: 1 (the TCR binds to the epitope). (9) The epitope is AMFWSVPTV. The TCR CDR3 sequence is CATSDLFGTGDGHEQFF. Result: 0 (the TCR does not bind to the epitope). (10) The epitope is KLGGALQAK. The TCR CDR3 sequence is CASSFSGEGETQYF. Result: 1 (the TCR binds to the epitope).